This data is from Catalyst prediction with 721,799 reactions and 888 catalyst types from USPTO. The task is: Predict which catalyst facilitates the given reaction. (1) Reactant: [CH3:1][C:2]1[N:9]2[C:5](=[N:6][C:7]3[CH:13]=[CH:12][CH:11]=[CH:10][C:8]=32)[S:4][CH:3]=1.[I:14][CH2:15][CH3:16]. The catalyst class is: 21. Product: [I-:14].[CH2:15]([N+:6]1[C:7]2[CH:13]=[CH:12][CH:11]=[CH:10][C:8]=2[N:9]2[C:2]([CH3:1])=[CH:3][S:4][C:5]=12)[CH3:16]. (2) Reactant: [NH2:1][C:2]1[S:3][C:4]([CH2:11][CH3:12])=[CH:5][C:6]=1[C:7]([O:9]C)=O.Cl[C:14](Cl)([O:16]C(=O)OC(Cl)(Cl)Cl)Cl.C(N(CC)CC)C.[NH2:32][C:33]1[CH:42]=[CH:41][C:40]([Cl:43])=[CH:39][C:34]=1[C:35]([O:37][CH3:38])=[O:36]. Product: [Cl:43][C:40]1[CH:41]=[CH:42][C:33]([N:32]2[C:7](=[O:9])[C:6]3[CH:5]=[C:4]([CH2:11][CH3:12])[S:3][C:2]=3[NH:1][C:14]2=[O:16])=[C:34]([CH:39]=1)[C:35]([O:37][CH3:38])=[O:36]. The catalyst class is: 2. (3) Reactant: [NH2:1][C:2]1[CH:7]=[C:6]([NH:8][C:9]([O:11][CH3:12])=[O:10])[CH:5]=[CH:4][C:3]=1[C:13]1[N:14]=[C:15]([C@@H:26]([NH:30][C:31](=[O:37])[O:32][C:33]([CH3:36])([CH3:35])[CH3:34])[CH2:27][CH:28]=[CH2:29])[N:16]([CH2:18][O:19][CH2:20][CH2:21][Si:22]([CH3:25])([CH3:24])[CH3:23])[CH:17]=1.[CH3:38][C@H:39]([CH:43]=[CH2:44])[C:40](O)=[O:41].CCN(C(C)C)C(C)C.CCCP1(OP(CCC)(=O)OP(CCC)(=O)O1)=O. Product: [CH3:12][O:11][C:9]([NH:8][C:6]1[CH:5]=[CH:4][C:3]([C:13]2[N:14]=[C:15]([C@@H:26]([NH:30][C:31](=[O:37])[O:32][C:33]([CH3:36])([CH3:35])[CH3:34])[CH2:27][CH:28]=[CH2:29])[N:16]([CH2:18][O:19][CH2:20][CH2:21][Si:22]([CH3:25])([CH3:24])[CH3:23])[CH:17]=2)=[C:2]([NH:1][C:40](=[O:41])[C@H:39]([CH3:38])[CH:43]=[CH2:44])[CH:7]=1)=[O:10]. The catalyst class is: 13. (4) Reactant: [Br:1][C:2]1[CH:3]=[C:4]2[NH:10][C:9]([C:11]3[CH:16]=[CH:15][N:14]=[C:13]([NH:17][C:18](=[O:20])[CH3:19])[CH:12]=3)=[C:8]([C:21]3[CH:26]=[CH:25][C:24]([O:27][CH3:28])=[CH:23][N:22]=3)[C:5]2=[N:6][CH:7]=1.C(=O)([O-])[O-].[Cs+].[Cs+].Cl[CH2:36][O:37][CH2:38][CH2:39][Si:40]([CH3:43])([CH3:42])[CH3:41]. Product: [Br:1][C:2]1[CH:3]=[C:4]2[N:10]([CH2:36][O:37][CH2:38][CH2:39][Si:40]([CH3:43])([CH3:42])[CH3:41])[C:9]([C:11]3[CH:16]=[CH:15][N:14]=[C:13]([NH:17][C:18](=[O:20])[CH3:19])[CH:12]=3)=[C:8]([C:21]3[CH:26]=[CH:25][C:24]([O:27][CH3:28])=[CH:23][N:22]=3)[C:5]2=[N:6][CH:7]=1. The catalyst class is: 198. (5) Reactant: [CH3:1][N:2]1[CH2:7][CH2:6][NH:5][CH2:4][CH2:3]1.[Cl:8][C:9]1[CH:14]=[CH:13][N:12]=[C:11]2[CH:15]=[C:16]([C:18](Cl)=[O:19])[S:17][C:10]=12.CCN(CC)CC. Product: [Cl:8][C:9]1[CH:14]=[CH:13][N:12]=[C:11]2[CH:15]=[C:16]([C:18]([N:5]3[CH2:6][CH2:7][N:2]([CH3:1])[CH2:3][CH2:4]3)=[O:19])[S:17][C:10]=12. The catalyst class is: 34. (6) Reactant: [CH:1]1([CH2:6][O:7][C:8]2[C:9]([NH2:21])=[N:10][CH:11]=[C:12]([O:14][C:15]3[CH:20]=[CH:19][CH:18]=[CH:17][CH:16]=3)[CH:13]=2)[CH2:5][CH2:4][CH2:3][CH2:2]1.[C:22](N1C=CN=C1)([N:24]1C=CN=C1)=[S:23].[NH4+].[OH-].O. Product: [CH:1]1([CH2:6][O:7][C:8]2[C:9]([NH:21][C:22]([NH2:24])=[S:23])=[N:10][CH:11]=[C:12]([O:14][C:15]3[CH:20]=[CH:19][CH:18]=[CH:17][CH:16]=3)[CH:13]=2)[CH2:2][CH2:3][CH2:4][CH2:5]1. The catalyst class is: 1. (7) Reactant: [CH3:1][C:2]1[N:3]=[C:4]([C:17]2[CH:22]=[CH:21][CH:20]=[CH:19][CH:18]=2)[S:5][C:6]=1[C:7]1[CH:8]=[C:9]2[C:13](=[CH:14][CH:15]=1)[NH:12][C:11](=[O:16])[CH2:10]2.[CH2:23]([O:25][C:26](Cl)=[O:27])[CH3:24].C(=O)([O-])[O-].[NH4+].[NH4+].O. Product: [CH2:23]([O:25][C:26]([N:12]1[C:13]2[C:9](=[CH:8][C:7]([C:6]3[S:5][C:4]([C:17]4[CH:22]=[CH:21][CH:20]=[CH:19][CH:18]=4)=[N:3][C:2]=3[CH3:1])=[CH:15][CH:14]=2)[CH2:10][C:11]1=[O:16])=[O:27])[CH3:24]. The catalyst class is: 118. (8) Reactant: [C:1]([CH2:6][CH2:7][CH2:8][CH2:9][CH2:10][O:11][C:12]1[CH:13]=[C:14]2[C:18](=[CH:19][CH:20]=1)[N:17]=[C:16]([CH3:21])[C:15]2([CH3:23])[CH3:22])([O:3]CC)=[O:2].Cl. The catalyst class is: 500. Product: [C:1]([CH2:6][CH2:7][CH2:8][CH2:9][CH2:10][O:11][C:12]1[CH:13]=[C:14]2[C:18](=[CH:19][CH:20]=1)[N:17]=[C:16]([CH3:21])[C:15]2([CH3:23])[CH3:22])([OH:3])=[O:2].